From a dataset of Retrosynthesis with 50K atom-mapped reactions and 10 reaction types from USPTO. Predict the reactants needed to synthesize the given product. (1) Given the product Cc1c2ccnc(C(=O)NCCN(C)C)c2cc2c3cc(OC(=O)CCCCC(=O)O)ccc3n(C)c12, predict the reactants needed to synthesize it. The reactants are: Cc1c2ccnc(C(=O)NCCN(C)C)c2cc2c3cc(OC(=O)CCCCC(=O)OCc4ccccc4)ccc3n(C)c12. (2) The reactants are: BrCC1CC1.COc1ccc2c(c1)NC(=O)[C@@H](NC(=O)[C@H](C)NC(=O)Cc1cc(F)cc(F)c1)[C@@H](c1ccccc1)O2. Given the product COc1ccc2c(c1)N(CC1CC1)C(=O)[C@@H](NC(=O)[C@H](C)NC(=O)Cc1cc(F)cc(F)c1)[C@@H](c1ccccc1)O2, predict the reactants needed to synthesize it. (3) Given the product N#CC(C(=O)NCC(=O)O)C(=O)c1nn(-c2ccccc2)c2c1Cc1ccccc1-2, predict the reactants needed to synthesize it. The reactants are: COC(=O)CNC(=O)C(C#N)C(=O)c1nn(-c2ccccc2)c2c1Cc1ccccc1-2. (4) Given the product COC(=O)C(C)(C)NC(=O)c1ccc2c(C3CCCCC3)c3n(c2c1)CCOc1cc(OC)ccc1-3, predict the reactants needed to synthesize it. The reactants are: COC(=O)C(C)(C)N.COc1ccc2c(c1)OCCn1c-2c(C2CCCCC2)c2ccc(C(=O)O)cc21. (5) Given the product COCCn1cc(-c2ccc3c(c2)[C@H](NC(=O)OC(C)C)C[C@H](C)N3C(C)=O)cn1, predict the reactants needed to synthesize it. The reactants are: CC(=O)N1c2ccc(Br)cc2[C@H](NC(=O)OC(C)C)C[C@@H]1C.COCCn1cc(B2OC(C)(C)C(C)(C)O2)cn1. (6) Given the product C[C@H](Nc1ncc(Cl)c(Nc2cc(N(C)C)[nH]n2)n1)c1ncc(F)cn1, predict the reactants needed to synthesize it. The reactants are: CN(C)c1cc(Nc2nc(Cl)ncc2Cl)n[nH]1.C[C@H](N)c1ncc(F)cn1. (7) Given the product Cc1cccc(OCCN2CCCC2)c1[N+](=O)[O-], predict the reactants needed to synthesize it. The reactants are: Cc1cccc(O)c1[N+](=O)[O-].ClCCN1CCCC1. (8) Given the product COC(=O)[C@](C)(NC(=O)c1cc2ccccc2cc1NC(=O)OC(C)(C)C)C1CCCCC1, predict the reactants needed to synthesize it. The reactants are: CC(C)(C)OC(=O)Nc1cc2ccccc2cc1C(=O)O.COC(=O)[C@](C)(N)C1CCCCC1. (9) The reactants are: C[C@H]1CN[C@H](C)CN1.O=[N+]([O-])c1cc(CBr)c2occc2c1. Given the product C[C@H]1CN[C@H](C)CN1Cc1cc([N+](=O)[O-])cc2ccoc12, predict the reactants needed to synthesize it.